From a dataset of CYP1A2 inhibition data for predicting drug metabolism from PubChem BioAssay. Regression/Classification. Given a drug SMILES string, predict its absorption, distribution, metabolism, or excretion properties. Task type varies by dataset: regression for continuous measurements (e.g., permeability, clearance, half-life) or binary classification for categorical outcomes (e.g., BBB penetration, CYP inhibition). Dataset: cyp1a2_veith. (1) The molecule is O=C1c2ccccc2-c2cc([N+](=O)[O-])c([N+](=O)[O-])cc21. The result is 1 (inhibitor). (2) The molecule is Cc1ccccc1-n1ncc2c([N+](=O)[O-])cc([N+](=O)[O-])cc21. The result is 1 (inhibitor). (3) The compound is COc1ccc2cc(C)c3nnc(SCC(=O)Nc4nc(-c5ccccc5)cs4)n3c2c1. The result is 0 (non-inhibitor). (4) The drug is CC1CCN(C(=O)Nc2ccc3nsnc3c2)CC1. The result is 1 (inhibitor). (5) The compound is COC(=O)C/C=C\[C@@H](C)[C@@H](/C=N\OC[C@@H]1O[C@H](c2ccccc2)C=C[C@@H]1Oc1ccc(OC)cc1)NS(=O)(=O)c1ccc(C)cc1. The result is 0 (non-inhibitor). (6) The drug is CN[C@@H](C)[C@H]1CC[C@@H](N)[C@@H](O[C@H]2[C@@H](N)C[C@@H](N)[C@H](O[C@H]3OC[C@@](C)(O)[C@@H](NC)[C@@H]3O)[C@@H]2O)O1.CN[C@H]1[C@H](O)[C@@H](O[C@H]2[C@H](N)C[C@H](N)[C@H](O[C@H]3O[C@@H](CN)CC[C@H]3N)[C@H]2O)OC[C@@]1(C)O.CN[C@H]1[C@H](O)[C@@H](O[C@H]2[C@H](N)C[C@H](N)[C@H](O[C@H]3O[C@@H]([C@H](C)N)CC[C@H]3N)[C@H]2O)OC[C@@]1(C)O.O=S(=O)(O)O. The result is 0 (non-inhibitor).